From a dataset of Reaction yield outcomes from USPTO patents with 853,638 reactions. Predict the reaction yield, written as a fraction of the theoretical maximum amount of product (1.0 means a 100% yield; for example, 0.34 means a 34% yield). (1) The catalyst is C(O)C(C)C. The reactants are [Br:1][C:2]1[C:10]2[NH:9][CH:8]=[N:7][C:6]=2[CH:5]=[CH:4][C:3]=1[NH2:11]. The yield is 0.840. The product is [Br:1][C:2]1[C:10]2[NH:9][CH:8]=[N:7][C:6]=2[CH:5]=[CH:4][C:3]=1[NH:11][C:8]1[NH:9][CH2:10][CH2:6][N:7]=1. (2) The reactants are [Cl-].O[NH3+:3].[C:4](=[O:7])([O-])[OH:5].[Na+].CS(C)=O.[CH2:13]([CH:15]([O:20][C@H:21]1[CH2:26][CH2:25][C@H:24]([N:27]2[C:32](=[O:33])[C:31]([CH2:34][C:35]3[CH:40]=[CH:39][C:38]([C:41]4[C:42]([C:47]#[N:48])=[CH:43][CH:44]=[CH:45][CH:46]=4)=[CH:37][CH:36]=3)=[C:30]([CH2:49][CH2:50][CH3:51])[N:29]3[N:52]=[C:53]([CH3:55])[N:54]=[C:28]23)[CH2:23][CH2:22]1)[C:16]([OH:19])([CH3:18])[CH3:17])[CH3:14]. The catalyst is O. The product is [CH2:13]([CH:15]([O:20][C@H:21]1[CH2:26][CH2:25][C@H:24]([N:27]2[C:32](=[O:33])[C:31]([CH2:34][C:35]3[CH:36]=[CH:37][C:38]([C:41]4[CH:46]=[CH:45][CH:44]=[CH:43][C:42]=4[C:47]4[NH:3][C:4](=[O:7])[O:5][N:48]=4)=[CH:39][CH:40]=3)=[C:30]([CH2:49][CH2:50][CH3:51])[N:29]3[N:52]=[C:53]([CH3:55])[N:54]=[C:28]23)[CH2:23][CH2:22]1)[C:16]([OH:19])([CH3:17])[CH3:18])[CH3:14]. The yield is 0.600. (3) The reactants are Cl[C:2]1[CH:7]=[CH:6][N:5]=[C:4]2[CH:8]=[C:9]([C:11]3[O:12][CH:13]=[C:14]([C:16]([OH:19])([CH3:18])[CH3:17])[N:15]=3)[S:10][C:3]=12.[CH3:20][NH:21][C:22]([C:24]1[C:32]2[C:27](=[CH:28][C:29]([OH:33])=[CH:30][CH:31]=2)[N:26]([CH3:34])[C:25]=1[CH3:35])=[O:23].C([O-])([O-])=O.[Cs+].[Cs+]. No catalyst specified. The product is [CH3:20][NH:21][C:22]([C:24]1[C:32]2[C:27](=[CH:28][C:29]([O:33][C:2]3[CH:7]=[CH:6][N:5]=[C:4]4[CH:8]=[C:9]([C:11]5[O:12][CH:13]=[C:14]([C:16]([OH:19])([CH3:18])[CH3:17])[N:15]=5)[S:10][C:3]=34)=[CH:30][CH:31]=2)[N:26]([CH3:34])[C:25]=1[CH3:35])=[O:23]. The yield is 0.420. (4) The reactants are [C:1]([C:3]1[CH:8]=[CH:7][C:6]([C@@H:9]2[C:14]([C:15]#[N:16])=[C:13]([CH3:17])[N:12]([C:18]3[CH:23]=[CH:22][CH:21]=[C:20]([C:24]([F:27])([F:26])[F:25])[CH:19]=3)[C:11](=[O:28])[NH:10]2)=[C:5]([S:29]([CH2:32][CH3:33])(=[O:31])=[O:30])[CH:4]=1)#[N:2].[CH3:34][Si](C)(C)[N-][Si](C)(C)C.[Li+].IC. The catalyst is C1COCC1. The product is [C:1]([C:3]1[CH:8]=[CH:7][C:6]([C@@H:9]2[C:14]([C:15]#[N:16])=[C:13]([CH3:17])[N:12]([C:18]3[CH:23]=[CH:22][CH:21]=[C:20]([C:24]([F:27])([F:26])[F:25])[CH:19]=3)[C:11](=[O:28])[N:10]2[CH3:34])=[C:5]([S:29]([CH2:32][CH3:33])(=[O:31])=[O:30])[CH:4]=1)#[N:2]. The yield is 0.820.